The task is: Predict the product of the given reaction.. This data is from Forward reaction prediction with 1.9M reactions from USPTO patents (1976-2016). (1) Given the reactants [NH2:1][C:2]1[C:3]([C:9](=[N:11][O:12][C:13](=O)[C:14]2[CH:19]=[CH:18][CH:17]=[CH:16][CH:15]=2)[NH2:10])=[N:4][C:5]([Br:8])=[CH:6][N:7]=1, predict the reaction product. The product is: [Br:8][C:5]1[N:4]=[C:3]([C:9]2[N:10]=[C:13]([C:14]3[CH:19]=[CH:18][CH:17]=[CH:16][CH:15]=3)[O:12][N:11]=2)[C:2]([NH2:1])=[N:7][CH:6]=1. (2) Given the reactants N1C=CC=CC=1.[NH2:7][C:8]1[CH:13]=[C:12]([CH2:14][C:15]2[C:20]([Cl:21])=[CH:19][CH:18]=[CH:17][C:16]=2[Cl:22])[N:11]=[C:10]([NH:23][C:24]2[CH:31]=[CH:30][C:27]([C:28]#[N:29])=[CH:26][CH:25]=2)[N:9]=1.[C:32](Cl)(=[O:40])[CH2:33][CH2:34][CH2:35][CH2:36][CH2:37][CH2:38][CH3:39], predict the reaction product. The product is: [Cl:22][C:16]1[CH:17]=[CH:18][CH:19]=[C:20]([Cl:21])[C:15]=1[CH2:14][C:12]1[N:11]=[C:10]([NH:23][C:24]2[CH:25]=[CH:26][C:27]([C:28]#[N:29])=[CH:30][CH:31]=2)[N:9]=[C:8]([NH:7][C:32](=[O:40])[CH2:33][CH2:34][CH2:35][CH2:36][CH2:37][CH2:38][CH3:39])[CH:13]=1. (3) Given the reactants [CH2:1]([C:5]1[N:6]=[C:7]([NH:21][CH2:22][C:23]2[CH:28]=[CH:27][C:26]([O:29][CH3:30])=[C:25]([O:31][CH3:32])[CH:24]=2)[C:8]2[NH:13][N:12]=[C:11]([C:14]#[C:15][CH2:16][CH2:17][CH2:18][CH2:19]Cl)[C:9]=2[N:10]=1)[CH2:2][CH2:3][CH3:4].C(N(CC)CC)C.Cl.[F:41][C@H:42]1[CH2:46][CH2:45][NH:44][CH2:43]1, predict the reaction product. The product is: [CH2:1]([C:5]1[N:6]=[C:7]([NH:21][CH2:22][C:23]2[CH:28]=[CH:27][C:26]([O:29][CH3:30])=[C:25]([O:31][CH3:32])[CH:24]=2)[C:8]2[NH:13][N:12]=[C:11]([CH2:14][CH2:15][CH2:16][CH2:17][CH2:18][CH2:19][N:44]3[CH2:45][CH2:46][C@H:42]([F:41])[CH2:43]3)[C:9]=2[N:10]=1)[CH2:2][CH2:3][CH3:4].